From a dataset of Full USPTO retrosynthesis dataset with 1.9M reactions from patents (1976-2016). Predict the reactants needed to synthesize the given product. (1) Given the product [OH:23][CH2:24][C:26]1[CH:27]=[C:28]2[C:33](=[CH:34][CH:35]=1)[C@@H:32]([OH:36])[CH2:31][CH2:30][CH2:29]2, predict the reactants needed to synthesize it. The reactants are: B1(C)OC(C2C=CC=CC=2)(C2C=CC=CC=2)[C@@H]2N1CCC2.C[O:23][C:24]([C:26]1[CH:35]=[CH:34][C:33]2[C:32](=[O:36])[CH2:31][CH2:30][CH2:29][C:28]=2[CH:27]=1)=O.CO. (2) Given the product [F:12][C:13]([F:22])([F:23])[CH2:14][O:15][CH2:16][CH2:17][O:18][CH2:19][CH2:20][O:21][C:2]1[CH:7]=[CH:6][N+:5]([O-:8])=[CH:4][C:3]=1[CH3:9], predict the reactants needed to synthesize it. The reactants are: Cl[C:2]1[CH:7]=[CH:6][N+:5]([O-:8])=[CH:4][C:3]=1[CH3:9].[OH-].[Na+].[F:12][C:13]([F:23])([F:22])[CH2:14][O:15][CH2:16][CH2:17][O:18][CH2:19][CH2:20][OH:21].Cl. (3) Given the product [C:15]([O:14][C:12]([NH:11][C@@H:10]([CH2:19][C:20]1[N:24]=[CH:23][N:22]([CH2:2][CH2:3][CH:4]([CH3:6])[CH3:5])[CH:21]=1)[C:9]([O:8][CH3:7])=[O:25])=[O:13])([CH3:18])([CH3:16])[CH3:17], predict the reactants needed to synthesize it. The reactants are: Br[CH2:2][CH2:3][CH:4]([CH3:6])[CH3:5].[CH3:7][O:8][C:9](=[O:25])[C@H:10]([CH2:19][C:20]1[N:24]=[CH:23][NH:22][CH:21]=1)[NH:11][C:12]([O:14][C:15]([CH3:18])([CH3:17])[CH3:16])=[O:13].C(=O)([O-])[O-].[Na+].[Na+]. (4) Given the product [N:30]1([C:2]2[CH:3]=[C:4]([C:8]3[CH:9]=[N:10][C:11]4[N:12]([C:14]([C:17]5([C:20]6[CH:21]=[C:22]7[C:27](=[CH:28][CH:29]=6)[N:26]=[CH:25][CH:24]=[CH:23]7)[CH2:19][CH2:18]5)=[N:15][N:16]=4)[N:13]=3)[CH:5]=[CH:6][CH:7]=2)[CH:34]=[CH:33][N:32]=[CH:31]1, predict the reactants needed to synthesize it. The reactants are: Br[C:2]1[CH:3]=[C:4]([C:8]2[CH:9]=[N:10][C:11]3[N:12]([C:14]([C:17]4([C:20]5[CH:21]=[C:22]6[C:27](=[CH:28][CH:29]=5)[N:26]=[CH:25][CH:24]=[CH:23]6)[CH2:19][CH2:18]4)=[N:15][N:16]=3)[N:13]=2)[CH:5]=[CH:6][CH:7]=1.[NH:30]1[CH:34]=[CH:33][N:32]=[CH:31]1.[I-].[Na+].CN[C@H]1CCCC[C@@H]1NC.C(=O)([O-])[O-].[Cs+].[Cs+]. (5) Given the product [OH:13][N:12]=[C:10]([NH2:11])[CH2:9][CH2:8][NH:7][C:1]1[CH:6]=[CH:5][CH:4]=[CH:3][CH:2]=1, predict the reactants needed to synthesize it. The reactants are: [C:1]1([NH:7][CH2:8][CH2:9][C:10]#[N:11])[CH:6]=[CH:5][CH:4]=[CH:3][CH:2]=1.[NH2:12][OH:13]. (6) Given the product [ClH:9].[CH:16]1[C:17]2[C:12](=[N:11][C:10]([NH:8][NH:7][C:1]3[CH:6]=[CH:5][CH:4]=[CH:3][CH:2]=3)=[C:23]3[C:18]=2[CH:19]=[CH:20][CH:21]=[CH:22]3)[CH:13]=[CH:14][CH:15]=1, predict the reactants needed to synthesize it. The reactants are: [C:1]1([NH:7][NH2:8])[CH:6]=[CH:5][CH:4]=[CH:3][CH:2]=1.[Cl:9][C:10]1[N:11]=[C:12]2[C:17](=[C:18]3[C:23]=1[CH:22]=[CH:21][CH:20]=[CH:19]3)[CH:16]=[CH:15][CH:14]=[CH:13]2. (7) Given the product [Br:19][CH2:17][C:16]([C:3]1[CH:4]=[CH:5][C:6]([O:8][C:9]2[CH:14]=[CH:13][C:12]([Cl:15])=[CH:11][CH:10]=2)=[CH:7][C:2]=1[Cl:1])=[O:18], predict the reactants needed to synthesize it. The reactants are: [Cl:1][C:2]1[CH:7]=[C:6]([O:8][C:9]2[CH:14]=[CH:13][C:12]([Cl:15])=[CH:11][CH:10]=2)[CH:5]=[CH:4][C:3]=1[C:16](=[O:18])[CH3:17].[Br:19]Br.[OH-].[Na+]. (8) Given the product [CH3:34][O:33][C:29]1[CH:28]=[C:27]([C:2]#[C:1][C:3]2[N:7]3[N:8]=[C:9]([C:12]4[CH:13]=[CH:14][C:15]([C:18]([N:20]5[CH2:21][CH2:22][O:23][CH2:24][CH2:25]5)=[O:19])=[CH:16][CH:17]=4)[CH:10]=[CH:11][C:6]3=[N:5][CH:4]=2)[CH:32]=[CH:31][N:30]=1, predict the reactants needed to synthesize it. The reactants are: [C:1]([C:3]1[N:7]2[N:8]=[C:9]([C:12]3[CH:17]=[CH:16][C:15]([C:18]([N:20]4[CH2:25][CH2:24][O:23][CH2:22][CH2:21]4)=[O:19])=[CH:14][CH:13]=3)[CH:10]=[CH:11][C:6]2=[N:5][CH:4]=1)#[CH:2].I[C:27]1[CH:32]=[CH:31][N:30]=[C:29]([O:33][CH3:34])[CH:28]=1. (9) Given the product [CH2:1]([O:8][C:9]([N:11]1[CH2:12][C@H:13]([O:52][CH2:53][C:54]2[CH:55]=[CH:56][C:57]3[O:62][CH2:61][C:60](=[O:63])[N:59]([CH2:64][CH2:65][CH2:66][O:67][CH3:68])[C:58]=3[CH:69]=2)[C@@H:14]([C:38]2[CH:43]=[CH:42][C:41]([CH2:44][O:45][CH2:46][C@@H:47]([CH3:51])[CH2:48][O:49][CH3:50])=[CH:40][CH:39]=2)[C@H:15]([CH2:17][OH:18])[CH2:16]1)=[O:10])[C:2]1[CH:7]=[CH:6][CH:5]=[CH:4][CH:3]=1, predict the reactants needed to synthesize it. The reactants are: [CH2:1]([O:8][C:9]([N:11]1[CH2:16][C@@H:15]([CH2:17][O:18]C(C2C=CC=CC=2)(C2C=CC=CC=2)C2C=CC=CC=2)[C@H:14]([C:38]2[CH:43]=[CH:42][C:41]([CH2:44][O:45][CH2:46][C@@H:47]([CH3:51])[CH2:48][O:49][CH3:50])=[CH:40][CH:39]=2)[C@@H:13]([O:52][CH2:53][C:54]2[CH:55]=[CH:56][C:57]3[O:62][CH2:61][C:60](=[O:63])[N:59]([CH2:64][CH2:65][CH2:66][O:67][CH3:68])[C:58]=3[CH:69]=2)[CH2:12]1)=[O:10])[C:2]1[CH:7]=[CH:6][CH:5]=[CH:4][CH:3]=1.C1(C)C=CC(S(O)(=O)=O)=CC=1.C(=O)(O)[O-].[Na+]. (10) The reactants are: [CH4:1].[CH3:2][C:3](OOC(C)(C)C)(CCC(C)(OOC(C)(C)C)C)[CH3:4].[CH:22]([C:24]1[CH:29]=[CH:28][CH:27]=[CH:26][C:25]=1[CH:30]=[CH2:31])=[CH2:23]. Given the product [CH2:2]=[CH:3][CH3:4].[CH2:22]=[CH2:23].[CH2:1]1[CH:26]2[C@@H:27]3[CH:28]=[CH:29][C@H:24]([CH:25]2[CH:30]=[CH:31]1)[CH2:22]3, predict the reactants needed to synthesize it.